Dataset: Forward reaction prediction with 1.9M reactions from USPTO patents (1976-2016). Task: Predict the product of the given reaction. (1) Given the reactants [CH3:1][O:2][C:3]1[CH:8]=[CH:7][C:6]([N:9]([CH3:21])[C:10]2[C:11]3[S:19][CH:18]=[C:17]([CH3:20])[C:12]=3[N:13]=[C:14]([CH3:16])[N:15]=2)=[CH:5][CH:4]=1.C(O)(C)C.[ClH:26], predict the reaction product. The product is: [Cl:26][C:10]1[C:11]2[S:19][CH:18]=[C:17]([CH3:20])[C:12]=2[N:13]=[C:14]([CH3:16])[N:15]=1.[CH3:10][NH:9][C:6]1[CH:7]=[CH:8][C:3]([O:2][CH3:1])=[CH:4][CH:5]=1.[CH3:1][O:2][C:3]1[CH:8]=[CH:7][C:6]([N:9]([CH3:21])[C:10]2[C:11]3[S:19][CH:18]=[C:17]([CH3:20])[C:12]=3[N:13]=[C:14]([CH3:16])[N:15]=2)=[CH:5][CH:4]=1. (2) Given the reactants [CH3:1][O:2][C:3]1[CH:4]=[C:5]([CH:10]([C:12]2[CH:17]=[CH:16][CH:15]=[CH:14][CH:13]=2)O)[CH:6]=[C:7]([CH3:9])[CH:8]=1.P(Br)(Br)[Br:19], predict the reaction product. The product is: [Br:19][CH:10]([C:12]1[CH:17]=[CH:16][CH:15]=[CH:14][CH:13]=1)[C:5]1[CH:6]=[C:7]([CH3:9])[CH:8]=[C:3]([O:2][CH3:1])[CH:4]=1.